Dataset: Catalyst prediction with 721,799 reactions and 888 catalyst types from USPTO. Task: Predict which catalyst facilitates the given reaction. (1) Reactant: [F:1][C:2]1[CH:3]=[C:4]2[C:9](=[C:10]([NH2:12])[CH:11]=1)[N:8]=[CH:7][CH:6]=[CH:5]2.[N:13]1[CH:18]=[CH:17][CH:16]=[C:15]([S:19](Cl)(=[O:21])=[O:20])[CH:14]=1. Product: [F:1][C:2]1[CH:3]=[C:4]2[C:9](=[C:10]([NH:12][S:19]([C:15]3[CH:14]=[N:13][CH:18]=[CH:17][CH:16]=3)(=[O:21])=[O:20])[CH:11]=1)[N:8]=[CH:7][CH:6]=[CH:5]2. The catalyst class is: 142. (2) Product: [Cl:1][C:2]1[N:11]=[C:10]([Cl:12])[C:9]2[N:8]([CH3:20])[C:7](=[O:13])[CH:6]3[CH2:14][O:15][CH2:16][CH2:17][N:5]3[C:4]=2[N:3]=1. Reactant: [Cl:1][C:2]1[N:11]=[C:10]([Cl:12])[C:9]2[NH:8][C:7](=[O:13])[CH:6]3[CH2:14][O:15][CH2:16][CH2:17][N:5]3[C:4]=2[N:3]=1.IC.[CH3:20]C([O-])(C)C. The catalyst class is: 16. (3) Reactant: C[Si]([N-][Si](C)(C)C)(C)C.[Li+].[CH3:11][CH:12]([C@H:14]1[CH2:19][O:18][C:16](=[O:17])[CH2:15]1)[CH3:13].[CH2:20](I)[C:21]1[CH:26]=[CH:25][CH:24]=[CH:23][CH:22]=1. Product: [CH2:20]([C@@H:15]1[C@@H:14]([CH:12]([CH3:13])[CH3:11])[CH2:19][O:18][C:16]1=[O:17])[C:21]1[CH:26]=[CH:25][CH:24]=[CH:23][CH:22]=1. The catalyst class is: 1. (4) Reactant: [CH:1]1([C:5]2[N:6]=[C:7]([CH2:10][CH2:11][C:12]3[CH:36]=[CH:35][N:15]4[C:16](=[O:34])[C:17](/[CH:26]=[C:27](\[CH3:33])/[C:28]([O:30]CC)=[O:29])=[C:18]([N:20]5[CH2:25][CH2:24][O:23][CH2:22][CH2:21]5)[N:19]=[C:14]4[CH:13]=3)[S:8][CH:9]=2)[CH2:4][CH2:3][CH2:2]1.[OH-].[Na+]. Product: [CH:1]1([C:5]2[N:6]=[C:7]([CH2:10][CH2:11][C:12]3[CH:36]=[CH:35][N:15]4[C:16](=[O:34])[C:17](/[CH:26]=[C:27](\[CH3:33])/[C:28]([OH:30])=[O:29])=[C:18]([N:20]5[CH2:25][CH2:24][O:23][CH2:22][CH2:21]5)[N:19]=[C:14]4[CH:13]=3)[S:8][CH:9]=2)[CH2:4][CH2:3][CH2:2]1. The catalyst class is: 5.